This data is from Catalyst prediction with 721,799 reactions and 888 catalyst types from USPTO. The task is: Predict which catalyst facilitates the given reaction. (1) Reactant: Cl.[Cl:2][C:3]1[CH:22]=[CH:21][C:6]([O:7][C:8]2[CH:20]=[CH:19][C:11]([O:12][CH2:13][C@@H:14]3[CH2:18][CH2:17][CH2:16][NH:15]3)=[CH:10][CH:9]=2)=[CH:5][CH:4]=1.C(=O)([O-])[O-].[K+].[K+].Br[CH2:30][CH2:31][CH2:32][C:33]([O:35][CH3:36])=[O:34]. Product: [CH3:36][O:35][C:33](=[O:34])[CH2:32][CH2:31][CH2:30][N:15]1[CH2:16][CH2:17][CH2:18][C@H:14]1[CH2:13][O:12][C:11]1[CH:19]=[CH:20][C:8]([O:7][C:6]2[CH:21]=[CH:22][C:3]([Cl:2])=[CH:4][CH:5]=2)=[CH:9][CH:10]=1. The catalyst class is: 384. (2) Reactant: CC1(C)O[C:6](=[O:8])[C:5](=[CH:9][NH:10][C:11]2[CH:20]=[CH:19][C:18]([I:21])=[CH:17][C:12]=2[C:13]([O:15][CH3:16])=[O:14])C(=O)O1. Product: [I:21][C:18]1[CH:19]=[C:20]2[C:11](=[C:12]([C:13]([O:15][CH3:16])=[O:14])[CH:17]=1)[NH:10][CH:9]=[CH:5][C:6]2=[O:8]. The catalyst class is: 400.